From a dataset of Reaction yield outcomes from USPTO patents with 853,638 reactions. Predict the reaction yield, written as a fraction of the theoretical maximum amount of product (1.0 means a 100% yield; for example, 0.34 means a 34% yield). The product is [Cl:1][C:2]1[C:3]2[N:11]=[N:10][N:9]([CH2:12][C:13]3[CH:18]=[CH:17][CH:16]=[C:15]([C:19]4([O:24][Si:26]([CH3:28])([CH3:27])[CH3:25])[CH2:23][CH2:22][CH2:21][CH2:20]4)[N:14]=3)[C:4]=2[N:5]=[C:6]([NH2:8])[N:7]=1. The yield is 0.880. The catalyst is C1COCC1. The reactants are [Cl:1][C:2]1[C:3]2[N:11]=[N:10][N:9]([CH2:12][C:13]3[CH:18]=[CH:17][CH:16]=[C:15]([C:19]4([OH:24])[CH2:23][CH2:22][CH2:21][CH2:20]4)[N:14]=3)[C:4]=2[N:5]=[C:6]([NH2:8])[N:7]=1.[CH3:25][Si:26](Cl)([CH3:28])[CH3:27].C(N(CC)CC)C.O.